This data is from Full USPTO retrosynthesis dataset with 1.9M reactions from patents (1976-2016). The task is: Predict the reactants needed to synthesize the given product. (1) Given the product [CH3:43][N:41]([CH3:42])[CH2:40][C:36]1[CH:37]=[CH:38][CH:39]=[C:34](/[CH:33]=[CH:32]/[CH:31]=[C:71]2[CH2:72][CH2:73][N:68]([C:66]3[C:65]([N+:75]([O-:77])=[O:76])=[CH:64][CH:63]=[C:62]([CH3:61])[N:67]=3)[CH2:69][CH2:70]2)[CH:35]=1, predict the reactants needed to synthesize it. The reactants are: C(OC(N1CCC(=C/C=C/C2C=CC=CC=2)CC1)=O)(C)(C)C.C(OP([CH2:31]/[CH:32]=[CH:33]/[C:34]1[CH:35]=[C:36]([CH2:40][N:41]([CH3:43])[CH3:42])[CH:37]=[CH:38][CH:39]=1)(OCC)=O)C.C(P(=O)(OCC)OCC)C=CC1C=CC=CC=1.[CH3:61][C:62]1[N:67]=[C:66]([N:68]2[CH2:73][CH2:72][C:71](=O)[CH2:70][CH2:69]2)[C:65]([N+:75]([O-:77])=[O:76])=[CH:64][CH:63]=1. (2) Given the product [NH2:29][C:26]1[CH:25]=[CH:24][C:23]([C:20]2[CH:19]=[CH:18][C:17]([N:11]3[C:12]([CH3:16])([CH3:15])[C:13](=[O:44])[N:9]([C:6]4[CH:7]=[CH:8][C:3]([C:1]#[N:2])=[C:4]([C:38]([F:41])([F:39])[F:40])[CH:5]=4)[C:10]3=[S:37])=[CH:22][CH:21]=2)=[CH:28][CH:27]=1, predict the reactants needed to synthesize it. The reactants are: [C:1]([C:3]1[CH:8]=[CH:7][C:6]([N:9]2[C:13](=N)[C:12]([CH3:16])([CH3:15])[N:11]([C:17]3[CH:22]=[CH:21][C:20]([C:23]4[CH:28]=[CH:27][C:26]([NH:29]C(=O)OC(C)(C)C)=[CH:25][CH:24]=4)=[CH:19][CH:18]=3)[C:10]2=[S:37])=[CH:5][C:4]=1[C:38]([F:41])([F:40])[F:39])#[N:2].Cl.C[OH:44]. (3) Given the product [CH3:1][C:2]1[CH:3]=[CH:4][C:5]([C:8]2[N:9]=[C:10]([C:21]([OH:23])=[O:22])[N:11]([CH3:20])[C:12]=2[C:13]2[CH:18]=[CH:17][C:16]([CH3:19])=[CH:15][CH:14]=2)=[CH:6][CH:7]=1, predict the reactants needed to synthesize it. The reactants are: [CH3:1][C:2]1[CH:7]=[CH:6][C:5]([C:8]2[N:9]=[C:10]([C:21]([O:23]CC3C=CC=CC=3)=[O:22])[N:11]([CH3:20])[C:12]=2[C:13]2[CH:18]=[CH:17][C:16]([CH3:19])=[CH:15][CH:14]=2)=[CH:4][CH:3]=1. (4) The reactants are: [CH2:1]([C:3]1[C:8](=[O:9])[NH:7][C:6]([CH3:10])=[C:5]([C:11]2[S:15][C:14]([S:16]([Cl:19])(=[O:18])=[O:17])=[CH:13][CH:12]=2)[CH:4]=1)[CH3:2].[CH3:20][N:21]1[CH2:25][CH2:24][CH2:23][CH:22]1[CH2:26][CH2:27][NH2:28].Cl. Given the product [ClH:19].[CH3:20][N:21]1[CH2:25][CH2:24][CH2:23][CH:22]1[CH2:26][CH2:27][NH:28][S:16]([C:14]1[S:15][C:11]([C:5]2[CH:4]=[C:3]([CH2:1][CH3:2])[C:8](=[O:9])[NH:7][C:6]=2[CH3:10])=[CH:12][CH:13]=1)(=[O:18])=[O:17], predict the reactants needed to synthesize it. (5) Given the product [F:1][C:2]([F:7])([F:6])[C:3]([OH:5])=[O:4].[NH:51]([C:52]([NH:15][C@@H:16]([CH2:43][OH:44])[C:17]([NH:19][C:20]1[CH:21]=[CH:22][C:23]2[NH:24][C:25]3[N:41]=[C:29]([NH:30][C:31]4[CH:32]=[CH:33][CH:34]=[C:35]([CH:40]=4)[CH2:36][CH2:37][C:38]=1[CH:39]=2)[N:28]=[CH:27][C:26]=3[Cl:42])=[O:18])=[O:53])[C:45]1[CH:50]=[CH:49][CH:48]=[CH:47][CH:46]=1, predict the reactants needed to synthesize it. The reactants are: [F:1][C:2]([F:7])([F:6])[C:3]([OH:5])=[O:4].FC(F)(F)C(O)=O.[NH2:15][C@@H:16]([CH2:43][OH:44])[C:17]([NH:19][C:20]1[CH:21]=[CH:22][C:23]2[NH:24][C:25]3[N:41]=[C:29]([NH:30][C:31]4[CH:32]=[CH:33][CH:34]=[C:35]([CH:40]=4)[CH2:36][CH2:37][C:38]=1[CH:39]=2)[N:28]=[CH:27][C:26]=3[Cl:42])=[O:18].[C:45]1([N:51]=[C:52]=[O:53])[CH:50]=[CH:49][CH:48]=[CH:47][CH:46]=1. (6) Given the product [NH2:1][C:2]1[C:11]2[C:6](=[N:7][CH:8]=[CH:9][CH:10]=2)[N:5]([OH:12])[C:4](=[O:20])[CH:3]=1, predict the reactants needed to synthesize it. The reactants are: [NH2:1][C:2]1[C:11]2[C:6](=[N:7][CH:8]=[CH:9][CH:10]=2)[N:5]([O:12]CC2C=CC=CC=2)[C:4](=[O:20])[CH:3]=1.